This data is from Full USPTO retrosynthesis dataset with 1.9M reactions from patents (1976-2016). The task is: Predict the reactants needed to synthesize the given product. (1) The reactants are: [Br:1][C:2]1[C:3](Cl)=[C:4]([C:10](=[O:17])[C:11]([O:13][CH:14]([CH3:16])[CH3:15])=[O:12])[C:5]([CH3:9])=[N:6][C:7]=1[CH3:8].CCN(C(C)C)C(C)C.[CH3:28][C:29]1([CH3:35])[CH2:34][CH2:33][NH:32][CH2:31][CH2:30]1. Given the product [Br:1][C:2]1[C:3]([N:32]2[CH2:33][CH2:34][C:29]([CH3:35])([CH3:28])[CH2:30][CH2:31]2)=[C:4]([C:10](=[O:17])[C:11]([O:13][CH:14]([CH3:16])[CH3:15])=[O:12])[C:5]([CH3:9])=[N:6][C:7]=1[CH3:8], predict the reactants needed to synthesize it. (2) Given the product [CH2:1]([O:3][C:4]1[N:5]=[CH:6][C:7]([CH:8]2[N:12]([C:13]3[N:14]=[N:15][C:16]([CH3:19])=[CH:17][CH:18]=3)[C:23](=[O:22])[C:24]([OH:37])=[C:25]2[C:26](=[O:27])[C:28]2[CH:29]=[CH:30][C:31]([CH:34]([CH3:35])[CH3:36])=[CH:32][CH:33]=2)=[CH:10][CH:11]=1)[CH3:2], predict the reactants needed to synthesize it. The reactants are: [CH2:1]([O:3][C:4]1[CH:11]=[CH:10][C:7]([CH:8]=O)=[CH:6][N:5]=1)[CH3:2].[NH2:12][C:13]1[N:14]=[N:15][C:16]([CH3:19])=[CH:17][CH:18]=1.C([O:22][C:23](=O)[C:24]([OH:37])=[CH:25][C:26]([C:28]1[CH:33]=[CH:32][C:31]([CH:34]([CH3:36])[CH3:35])=[CH:30][CH:29]=1)=[O:27])C. (3) Given the product [CH:59]1([N:15]2[CH2:16][CH2:17][CH:12]([N:11]([CH2:18][C:19]3[CH:24]=[C:23]([C:25]4[CH:52]=[CH:51][C:28]5[N:29]([C:32]([C:39]6[CH:44]=[CH:43][CH:42]=[CH:41][CH:40]=6)([C:45]6[CH:46]=[CH:47][CH:48]=[CH:49][CH:50]=6)[C:33]6[CH:38]=[CH:37][CH:36]=[CH:35][CH:34]=6)[N:30]=[N:31][C:27]=5[CH:26]=4)[CH:22]=[CH:21][C:20]=3[F:53])[C:9](=[O:10])[C:8]3[CH:7]=[CH:6][C:5]([F:4])=[CH:55][CH:54]=3)[CH2:13][CH2:14]2)[CH2:61][CH2:60]1, predict the reactants needed to synthesize it. The reactants are: C([BH3-])#N.[F:4][C:5]1[CH:55]=[CH:54][C:8]([C:9]([N:11]([CH2:18][C:19]2[CH:24]=[C:23]([C:25]3[CH:52]=[CH:51][C:28]4[N:29]([C:32]([C:45]5[CH:50]=[CH:49][CH:48]=[CH:47][CH:46]=5)([C:39]5[CH:44]=[CH:43][CH:42]=[CH:41][CH:40]=5)[C:33]5[CH:38]=[CH:37][CH:36]=[CH:35][CH:34]=5)[N:30]=[N:31][C:27]=4[CH:26]=3)[CH:22]=[CH:21][C:20]=2[F:53])[CH:12]2[CH2:17][CH2:16][NH:15][CH2:14][CH2:13]2)=[O:10])=[CH:7][CH:6]=1.C(O[C:59]1(O[Si](C)(C)C)[CH2:61][CH2:60]1)C.C(O)(=O)C.